From a dataset of Full USPTO retrosynthesis dataset with 1.9M reactions from patents (1976-2016). Predict the reactants needed to synthesize the given product. Given the product [CH:1]([N:4]1[C:8]([CH:9]2[CH2:14][CH2:13][N:12]([CH:15]3[CH2:16][O:17][CH2:18]3)[CH2:11][CH2:10]2)=[CH:7][C:6]([C:19]2[CH:20]=[C:21]3[C:27]([CH3:29])([CH3:28])[CH2:26][NH:25][C:22]3=[N:23][CH:24]=2)=[N:5]1)([CH3:3])[CH3:2], predict the reactants needed to synthesize it. The reactants are: [CH:1]([N:4]1[C:8]([CH:9]2[CH2:14][CH2:13][N:12]([CH:15]3[CH2:18][O:17][CH2:16]3)[CH2:11][CH2:10]2)=[CH:7][C:6]([C:19]2[CH:20]=[C:21]3[C:27]([CH3:29])([CH3:28])[C:26](=O)[NH:25][C:22]3=[N:23][CH:24]=2)=[N:5]1)([CH3:3])[CH3:2].[H-].[Al+3].[Li+].[H-].[H-].[H-].